From a dataset of Reaction yield outcomes from USPTO patents with 853,638 reactions. Predict the reaction yield, written as a fraction of the theoretical maximum amount of product (1.0 means a 100% yield; for example, 0.34 means a 34% yield). (1) The reactants are [F:1][C:2]1[CH:7]=[C:6](I)[CH:5]=[CH:4][C:3]=1[N:9]1[CH:14]=[C:13]([O:15][CH3:16])[C:12](=[O:17])[C:11]([C:18]2[N:22]([C:23]3[CH:28]=[CH:27][CH:26]=[CH:25][CH:24]=3)[N:21]=[CH:20][CH:19]=2)=[N:10]1.[O:29]1[CH2:33][C:32](=O)[N:31]=[C-:30]1.N[C@@H]1CCCC[C@H]1N.[O-:43]P([O-])([O-])=O.[K+].[K+].[K+]. The catalyst is O1CCOCC1.[Cu]I.O. The product is [F:1][C:2]1[CH:7]=[C:6]([N:31]2[CH2:32][CH2:33][O:29][C:30]2=[O:43])[CH:5]=[CH:4][C:3]=1[N:9]1[CH:14]=[C:13]([O:15][CH3:16])[C:12](=[O:17])[C:11]([C:18]2[N:22]([C:23]3[CH:28]=[CH:27][CH:26]=[CH:25][CH:24]=3)[N:21]=[CH:20][CH:19]=2)=[N:10]1. The yield is 0.710. (2) The reactants are [CH2:1]([Li])[CH2:2][CH2:3][CH3:4].[Br:6][C:7]1[CH:11]=[CH:10][S:9][CH:8]=1.[N:12]12[CH2:19][CH2:18][C:15]([C:20]([O:22]CC)=O)([CH2:16][CH2:17]1)[CH2:14][CH2:13]2. The catalyst is C(OCC)C.C1COCC1.CCOCC.CS(C)=O. The product is [Br-:6].[CH2:1]([N+:12]12[CH2:13][CH2:14][C:15]([C:20]([OH:22])([C:7]3[CH:11]=[CH:10][S:9][CH:8]=3)[C:7]3[CH:11]=[CH:10][S:9][CH:8]=3)([CH2:16][CH2:17]1)[CH2:18][CH2:19]2)[CH2:2][CH2:3][CH3:4]. The yield is 0.0940. (3) The reactants are [OH:1][C:2]1[CH:11]=[C:10]2[C:5]([C:6]([O:12][C:13]3[CH:14]=[C:15]4[C:19](=[CH:20][CH:21]=3)[NH:18][CH:17]=[C:16]4[CH3:22])=[N:7][CH:8]=[N:9]2)=[CH:4][C:3]=1[O:23][CH3:24].C(=O)([O-])[O-].[K+].[K+].CC1C=CC(S(O[CH2:42][C@@H:43]2[O:45][CH2:44]2)(=O)=O)=CC=1. The catalyst is CN(C=O)C. The product is [CH3:24][O:23][C:3]1[CH:4]=[C:5]2[C:10](=[CH:11][C:2]=1[O:1][CH2:42][C@H:43]1[CH2:44][O:45]1)[N:9]=[CH:8][N:7]=[C:6]2[O:12][C:13]1[CH:14]=[C:15]2[C:19](=[CH:20][CH:21]=1)[NH:18][CH:17]=[C:16]2[CH3:22]. The yield is 0.530. (4) The reactants are [CH3:1][C:2]1[CH:7]=[C:6]([N+:8]([O-])=O)[C:5]([OH:11])=[C:4]([O:12][CH2:13][CH2:14][CH2:15][N:16]2[CH2:21][CH2:20][O:19][CH2:18][CH2:17]2)[CH:3]=1. The catalyst is CO.[Pd]. The product is [NH2:8][C:6]1[CH:7]=[C:2]([CH3:1])[CH:3]=[C:4]([O:12][CH2:13][CH2:14][CH2:15][N:16]2[CH2:17][CH2:18][O:19][CH2:20][CH2:21]2)[C:5]=1[OH:11]. The yield is 0.510. (5) The reactants are [OH:1][C:2]1[CH:7]=[C:6]([CH3:8])[C:5]([C:9]2[CH:14]=[CH:13][CH:12]=[C:11]([CH2:15][O:16][C:17]3[CH:22]=[CH:21][C:20]([C:23]4([CH2:27][C:28]([O:30][CH2:31][CH3:32])=[O:29])[CH2:26][O:25][CH2:24]4)=[CH:19][CH:18]=3)[CH:10]=2)=[C:4]([CH3:33])[CH:3]=1.CC1C=CC(S(O[CH2:45][CH:46]2[CH2:50][CH2:49][O:48][CH2:47]2)(=O)=O)=CC=1.C(=O)([O-])[O-].[Cs+].[Cs+]. The catalyst is CN(C=O)C. The product is [CH3:8][C:6]1[CH:7]=[C:2]([O:1][CH2:45][CH:46]2[CH2:50][CH2:49][O:48][CH2:47]2)[CH:3]=[C:4]([CH3:33])[C:5]=1[C:9]1[CH:14]=[CH:13][CH:12]=[C:11]([CH2:15][O:16][C:17]2[CH:22]=[CH:21][C:20]([C:23]3([CH2:27][C:28]([O:30][CH2:31][CH3:32])=[O:29])[CH2:24][O:25][CH2:26]3)=[CH:19][CH:18]=2)[CH:10]=1. The yield is 0.800. (6) The reactants are [S:1]1[C:5](B(O)O)=[CH:4][C:3]2[CH:9]=[CH:10][CH:11]=[CH:12][C:2]1=2.[Br:13][C:14]1[CH:19]=[CH:18][C:17](I)=[C:16]([F:21])[CH:15]=1.C([O-])(O)=O.[Na+]. The catalyst is COCCOC.O.Cl[Pd](Cl)([P](C1C=CC=CC=1)(C1C=CC=CC=1)C1C=CC=CC=1)[P](C1C=CC=CC=1)(C1C=CC=CC=1)C1C=CC=CC=1. The product is [Br:13][C:14]1[CH:19]=[CH:18][C:17]([C:5]2[S:1][C:2]3[CH:12]=[CH:11][CH:10]=[CH:9][C:3]=3[CH:4]=2)=[C:16]([F:21])[CH:15]=1. The yield is 0.130. (7) The reactants are [C:1]([C:3]1[CH:11]=[C:10]([O:12][CH3:13])[CH:9]=[CH:8][C:4]=1[C:5]([OH:7])=O)#[N:2].[CH3:14][CH2:15][CH2:16][CH:17]([NH2:21])[CH2:18][CH2:19][CH3:20]. No catalyst specified. The product is [C:1]([C:3]1[CH:11]=[C:10]([O:12][CH3:13])[CH:9]=[CH:8][C:4]=1[C:5]([NH:21][CH:17]([CH2:18][CH2:19][CH3:20])[CH2:16][CH2:15][CH3:14])=[O:7])#[N:2]. The yield is 0.730. (8) The yield is 0.940. The catalyst is CCOCC. The product is [F:3][C:4]1[C:5]([NH:10][CH3:11])=[N:6][CH:7]=[CH:8][CH:9]=1. The reactants are Cl.Cl.[F:3][C:4]1[C:5]([NH:10][CH3:11])=[N:6][CH:7]=[CH:8][CH:9]=1.[OH-].[Na+]. (9) The reactants are [F:1][C:2]([F:7])([F:6])[C:3]([OH:5])=[O:4].[F:8][C:9]([F:14])([F:13])[C:10]([OH:12])=[O:11].FC(F)(F)C(O)=O.[Cl:22][C:23]1[CH:24]=[N:25][C:26]2[NH:27][C:28]3[CH:29]=[N:30][CH:31]=[C:32]([CH:54]=3)[CH2:33][CH2:34][C:35]3[CH:43]=[C:39]([NH:40][C:41]=1[N:42]=2)[CH:38]=[CH:37][C:36]=3[NH:44][C:45](=[O:53])[CH2:46][CH:47]1[CH2:52][CH2:51][NH:50][CH2:49][CH2:48]1.[C:55]1([N:61]=[C:62]=[O:63])[CH:60]=[CH:59][CH:58]=[CH:57][CH:56]=1. No catalyst specified. The product is [F:1][C:2]([F:7])([F:6])[C:3]([OH:5])=[O:4].[F:8][C:9]([F:14])([F:13])[C:10]([OH:12])=[O:11].[Cl:22][C:23]1[CH:24]=[N:25][C:26]2[NH:27][C:28]3[CH:29]=[N:30][CH:31]=[C:32]([CH:54]=3)[CH2:33][CH2:34][C:35]3[CH:43]=[C:39]([NH:40][C:41]=1[N:42]=2)[CH:38]=[CH:37][C:36]=3[NH:44][C:45](=[O:53])[CH2:46][CH:47]1[CH2:52][CH2:51][N:50]([C:62]([NH:61][C:55]2[CH:60]=[CH:59][CH:58]=[CH:57][CH:56]=2)=[O:63])[CH2:49][CH2:48]1. The yield is 0.510. (10) The reactants are C([O:3][C:4](=[O:25])[CH2:5][C@H:6]1[C:14]2[C:9](=[CH:10][C:11]([O:15][CH2:16][CH2:17][C:18]3[N:19]=[C:20](Br)[S:21][C:22]=3[CH3:23])=[CH:12][CH:13]=2)[CH2:8][CH2:7]1)C.[CH3:26][CH2:27]O. The catalyst is C1COCC1.O. The product is [CH:9]([C:26]1[CH:27]=[CH:7][C:6]([C:20]2[S:21][C:22]([CH3:23])=[C:18]([CH2:17][CH2:16][O:15][C:11]3[CH:10]=[C:9]4[C:14](=[CH:13][CH:12]=3)[C@H:6]([CH2:5][C:4]([OH:3])=[O:25])[CH2:7][CH2:8]4)[N:19]=2)=[CH:5][CH:4]=1)([CH3:10])[CH3:8]. The yield is 0.660.